Binary Classification. Given a drug SMILES string, predict its activity (active/inactive) in a high-throughput screening assay against a specified biological target. From a dataset of Serine/threonine kinase 33 screen with 319,792 compounds. The molecule is s1c(c(n(c2ccc(OCC)cc2)c1=S)N)C(=O)NCc1occc1. The result is 0 (inactive).